This data is from Reaction yield outcomes from USPTO patents with 853,638 reactions. The task is: Predict the reaction yield, written as a fraction of the theoretical maximum amount of product (1.0 means a 100% yield; for example, 0.34 means a 34% yield). (1) The reactants are C(OC([N:8]1[C:16]2[C:11](=[CH:12][C:13]([C:17]([C:19]3([CH2:31][CH2:32][CH3:33])[CH2:23][CH2:22][CH2:21][N:20]3C(OC(C)(C)C)=O)=[O:18])=[CH:14][CH:15]=2)[CH:10]=[CH:9]1)=O)(C)(C)C.C(O)(C(F)(F)F)=O. The catalyst is C(Cl)Cl. The product is [NH:8]1[C:16]2[C:11](=[CH:12][C:13]([C:17]([C:19]3([CH2:31][CH2:32][CH3:33])[CH2:23][CH2:22][CH2:21][NH:20]3)=[O:18])=[CH:14][CH:15]=2)[CH:10]=[CH:9]1. The yield is 0.720. (2) The reactants are [H-].[Na+].[Cl:3][C:4]1[C:12]2[N:11]=[C:10]3[N:13]([C:17]4[CH:22]=[CH:21][C:20]([Cl:23])=[CH:19][C:18]=4[C:24]([F:27])([F:26])[F:25])[CH2:14][CH2:15][CH2:16][N:9]3[C:8]=2[C:7]([C:28]([OH:33])([CH2:31][CH3:32])[CH2:29][CH3:30])=[CH:6][CH:5]=1.[CH3:34]I. The catalyst is CN(C)C=O.O. The product is [Cl:3][C:4]1[C:12]2[N:11]=[C:10]3[N:13]([C:17]4[CH:22]=[CH:21][C:20]([Cl:23])=[CH:19][C:18]=4[C:24]([F:25])([F:27])[F:26])[CH2:14][CH2:15][CH2:16][N:9]3[C:8]=2[C:7]([C:28]([CH2:31][CH3:32])([O:33][CH3:34])[CH2:29][CH3:30])=[CH:6][CH:5]=1. The yield is 0.680.